Dataset: Forward reaction prediction with 1.9M reactions from USPTO patents (1976-2016). Task: Predict the product of the given reaction. (1) Given the reactants [CH2:1]([O:3][P:4]([CH2:9][CH2:10][C:11]1[CH:16]=[C:15]([CH2:17][C:18]2[CH:23]=[CH:22][C:21]([CH2:24][CH3:25])=[CH:20][CH:19]=2)[CH:14]=[CH:13][C:12]=1[O:26]CC1C=CC=CC=1)(=[O:8])[O:5][CH2:6][CH3:7])[CH3:2], predict the reaction product. The product is: [CH2:6]([O:5][P:4]([CH2:9][CH2:10][C:11]1[CH:16]=[C:15]([CH2:17][C:18]2[CH:19]=[CH:20][C:21]([CH2:24][CH3:25])=[CH:22][CH:23]=2)[CH:14]=[CH:13][C:12]=1[OH:26])(=[O:8])[O:3][CH2:1][CH3:2])[CH3:7]. (2) Given the reactants [NH2:1][C:2]1[C:10]2[C:9]([C:11]3[CH:16]=[CH:15][CH:14]=[C:13]([O:17]C)[C:12]=3[F:19])=[N:8][C:7](S(C)=O)=[N:6][C:5]=2[S:4][C:3]=1[C:23]([NH2:25])=[O:24].[NH2:26][C@@H:27]([CH3:30])[CH2:28][OH:29].O, predict the reaction product. The product is: [NH2:1][C:2]1[C:10]2[C:9]([C:11]3[CH:16]=[CH:15][CH:14]=[C:13]([OH:17])[C:12]=3[F:19])=[N:8][C:7]([NH:26][C@@H:27]([CH3:30])[CH2:28][OH:29])=[N:6][C:5]=2[S:4][C:3]=1[C:23]([NH2:25])=[O:24]. (3) Given the reactants FC(F)(F)C(O)=O.[F:8][C:9]1[CH:44]=[CH:43][CH:42]=[C:41]([F:45])[C:10]=1[CH2:11][O:12][C:13]1[C:14]2[N:15]([C:20]([C:24]([NH:26][CH2:27][C@H:28]3[CH2:33][CH2:32][CH2:31][CH2:30][N:29]3C(OC(C)(C)C)=O)=[O:25])=[C:21]([CH3:23])[N:22]=2)[CH:16]=[C:17]([CH3:19])[CH:18]=1, predict the reaction product. The product is: [F:45][C:41]1[CH:42]=[CH:43][CH:44]=[C:9]([F:8])[C:10]=1[CH2:11][O:12][C:13]1[C:14]2[N:15]([C:20]([C:24]([NH:26][CH2:27][C@H:28]3[CH2:33][CH2:32][CH2:31][CH2:30][NH:29]3)=[O:25])=[C:21]([CH3:23])[N:22]=2)[CH:16]=[C:17]([CH3:19])[CH:18]=1. (4) The product is: [OH:43][C@@H:30]([CH2:31][O:32][C:33]1[C:41]2[NH:40][C:39](=[O:42])[NH:38][C:37]=2[CH:36]=[CH:35][CH:34]=1)[CH2:29][NH:28][CH2:6][CH2:7][O:8][C:9]1[C:14]([CH3:15])=[CH:13][C:12]([C:16]2[CH:21]=[CH:20][C:19]([C:22]([OH:24])=[O:23])=[CH:18][CH:17]=2)=[CH:11][C:10]=1[CH3:27]. Given the reactants CS(O[CH2:6][CH2:7][O:8][C:9]1[C:14]([CH3:15])=[CH:13][C:12]([C:16]2[CH:21]=[CH:20][C:19]([C:22]([O:24]CC)=[O:23])=[CH:18][CH:17]=2)=[CH:11][C:10]=1[CH3:27])(=O)=O.[NH2:28][CH2:29][C@@H:30]([OH:43])[CH2:31][O:32][C:33]1[C:41]2[NH:40][C:39](=[O:42])[NH:38][C:37]=2[CH:36]=[CH:35][CH:34]=1.[OH-].[Na+].Cl, predict the reaction product. (5) Given the reactants [O:1]=[C:2]1[N:6]([CH2:7][CH2:8][NH:9][C:10]([C:12]2[C:13]3[CH2:29][O:28][C:27]4[CH:26]=[C:25]([O:30][CH3:31])[C:24]([CH:32]=[C:33]([CH3:35])[CH3:34])=[CH:23][C:22]=4[C:14]=3[N:15]([C:17]3[CH:21]=[CH:20][S:19][CH:18]=3)[N:16]=2)=[O:11])[CH2:5][CH2:4][O:3]1.[CH3:36]N(C)C=O.[H-].[Na+], predict the reaction product. The product is: [CH3:36][N:9]([CH2:8][CH2:7][N:6]1[CH2:5][CH2:4][O:3][C:2]1=[O:1])[C:10]([C:12]1[C:13]2[CH2:29][O:28][C:27]3[CH:26]=[C:25]([O:30][CH3:31])[C:24]([CH:32]=[C:33]([CH3:35])[CH3:34])=[CH:23][C:22]=3[C:14]=2[N:15]([C:17]2[CH:21]=[CH:20][S:19][CH:18]=2)[N:16]=1)=[O:11].